The task is: Regression. Given two drug SMILES strings and cell line genomic features, predict the synergy score measuring deviation from expected non-interaction effect.. This data is from NCI-60 drug combinations with 297,098 pairs across 59 cell lines. (1) Drug 1: CN(C)C1=NC(=NC(=N1)N(C)C)N(C)C. Drug 2: CCC1=C2CN3C(=CC4=C(C3=O)COC(=O)C4(CC)O)C2=NC5=C1C=C(C=C5)O. Cell line: OVCAR-8. Synergy scores: CSS=21.4, Synergy_ZIP=-1.50, Synergy_Bliss=-5.13, Synergy_Loewe=-40.9, Synergy_HSA=-8.98. (2) Drug 1: C1CC(=O)NC(=O)C1N2CC3=C(C2=O)C=CC=C3N. Drug 2: N.N.Cl[Pt+2]Cl. Cell line: HS 578T. Synergy scores: CSS=-0.754, Synergy_ZIP=1.99, Synergy_Bliss=2.85, Synergy_Loewe=2.11, Synergy_HSA=0.565. (3) Drug 1: C1=CC(=CC=C1CCC2=CNC3=C2C(=O)NC(=N3)N)C(=O)NC(CCC(=O)O)C(=O)O. Drug 2: C1=C(C(=O)NC(=O)N1)N(CCCl)CCCl. Cell line: BT-549. Synergy scores: CSS=25.2, Synergy_ZIP=-4.26, Synergy_Bliss=-1.35, Synergy_Loewe=1.37, Synergy_HSA=2.92. (4) Drug 1: CC12CCC(CC1=CCC3C2CCC4(C3CC=C4C5=CN=CC=C5)C)O. Drug 2: CC1=C(C=C(C=C1)C(=O)NC2=CC(=CC(=C2)C(F)(F)F)N3C=C(N=C3)C)NC4=NC=CC(=N4)C5=CN=CC=C5. Cell line: BT-549. Synergy scores: CSS=-1.44, Synergy_ZIP=3.09, Synergy_Bliss=4.08, Synergy_Loewe=-3.08, Synergy_HSA=-2.36. (5) Drug 1: CC1=C(C=C(C=C1)NC2=NC=CC(=N2)N(C)C3=CC4=NN(C(=C4C=C3)C)C)S(=O)(=O)N.Cl. Drug 2: C1CC(C1)(C(=O)O)C(=O)O.[NH2-].[NH2-].[Pt+2]. Cell line: RPMI-8226. Synergy scores: CSS=38.7, Synergy_ZIP=10.3, Synergy_Bliss=4.10, Synergy_Loewe=-4.78, Synergy_HSA=-1.44.